This data is from Forward reaction prediction with 1.9M reactions from USPTO patents (1976-2016). The task is: Predict the product of the given reaction. Given the reactants C(OC([NH:8][CH2:9][C:10]([OH:12])=[O:11])=O)(C)(C)C.[CH:13]1([N:19]=[C:20]=NC2CCCCC2)CCCC[CH2:14]1.CN(C1C=CC=CN=1)C.[NH2:37][C:38]1[N:47]=[C:46]([C:48]([N:50]2[CH2:58][C:57]3[C:52](=[CH:53][CH:54]=[CH:55][CH:56]=3)[CH2:51]2)=[O:49])[C:45]2[C:40](=[CH:41][CH:42]=[C:43]([C:59]3[CH:64]=[CH:63][CH:62]=[CH:61][C:60]=3[S:65](N(CCO)C)(=[O:67])=[O:66])[CH:44]=2)[N:39]=1, predict the reaction product. The product is: [NH2:8][CH2:9][C:10]([O:12][CH2:14][CH2:13][NH:19][CH2:20][S:65]([C:60]1[CH:61]=[CH:62][CH:63]=[CH:64][C:59]=1[C:43]1[CH:44]=[C:45]2[C:40](=[CH:41][CH:42]=1)[N:39]=[C:38]([NH2:37])[N:47]=[C:46]2[C:48]([N:50]1[CH2:51][C:52]2[C:57](=[CH:56][CH:55]=[CH:54][CH:53]=2)[CH2:58]1)=[O:49])(=[O:66])=[O:67])=[O:11].